This data is from Full USPTO retrosynthesis dataset with 1.9M reactions from patents (1976-2016). The task is: Predict the reactants needed to synthesize the given product. (1) The reactants are: [Si:1]([O:8][C@H:9]1[CH2:18][C:17]2([CH2:21][CH2:20][CH2:19]2)[CH2:16][C:15]2[N:14]=[C:13]([CH:22]([CH3:24])[CH3:23])[C:12](C=O)=[C:11]([I:27])[C:10]1=2)([C:4]([CH3:7])([CH3:6])[CH3:5])([CH3:3])[CH3:2].I[C:29]1[CH:34]=[CH:33][C:32]([S:35]([F:40])([F:39])([F:38])([F:37])[F:36])=[CH:31][CH:30]=1.C([Mg]Cl)(C)C.[Cl-].[Li+].C([Mg]Cl)(C)C.[O:53]1CCC[CH2:54]1. Given the product [Si:1]([O:8][C@H:9]1[CH2:18][C:17]2([CH2:21][CH:20]([C@@H:54]([C:29]3[CH:34]=[CH:33][C:32]([S:35]([F:40])([F:39])([F:38])([F:37])[F:36])=[CH:31][CH:30]=3)[OH:53])[CH2:19]2)[CH2:16][C:15]2[N:14]=[C:13]([CH:22]([CH3:23])[CH3:24])[CH:12]=[C:11]([I:27])[C:10]1=2)([C:4]([CH3:7])([CH3:5])[CH3:6])([CH3:3])[CH3:2], predict the reactants needed to synthesize it. (2) The reactants are: [NH:1]1[C:9]2[C:4](=[CH:5][CH:6]=[CH:7][CH:8]=2)[C:3]([C:10]([O:12][CH3:13])=[O:11])=[N:2]1.[Cl:14][C:15]1[CH:22]=[C:21]([Cl:23])[CH:20]=[CH:19][C:16]=1[CH2:17]Cl.C([O-])([O-])=O.[K+].[K+]. Given the product [CH3:13][O:12][C:10]([C:3]1[C:4]2[C:9](=[CH:8][CH:7]=[CH:6][CH:5]=2)[N:1]([CH2:17][C:16]2[CH:19]=[CH:20][C:21]([Cl:23])=[CH:22][C:15]=2[Cl:14])[N:2]=1)=[O:11], predict the reactants needed to synthesize it. (3) Given the product [F:1][C:2]1[CH:7]=[C:6]([N+:8]([O-:10])=[O:9])[CH:5]=[CH:4][C:3]=1[S:11]([NH:15][C:16]1[C:17]([F:26])=[CH:18][C:19]2[CH2:23][O:22][B:21]([OH:24])[C:20]=2[CH:25]=1)(=[O:13])=[O:12], predict the reactants needed to synthesize it. The reactants are: [F:1][C:2]1[CH:7]=[C:6]([N+:8]([O-:10])=[O:9])[CH:5]=[CH:4][C:3]=1[S:11](Cl)(=[O:13])=[O:12].[NH2:15][C:16]1[C:17]([F:26])=[CH:18][C:19]2[CH2:23][O:22][B:21]([OH:24])[C:20]=2[CH:25]=1.N1C=CC=CC=1. (4) The reactants are: [CH3:1][O:2][CH:3]1[O:7][C@@H:6]([CH2:8][O:9][Si](C)(C2C=CC=CC=2)C2C=CC=CC=2)[CH2:5][CH2:4]1.C(O)=O.CCOC(C)=O. Given the product [CH3:1][O:2][CH:3]1[O:7][C@@H:6]([CH2:8][OH:9])[CH2:5][CH2:4]1, predict the reactants needed to synthesize it. (5) Given the product [CH3:20][C:11]1[N:10]([S:7]([C:1]2[CH:6]=[CH:5][CH:4]=[CH:3][CH:2]=2)(=[O:9])=[O:8])[C:14]2=[N:15][CH:16]=[C:17]([C:32]3[CH:31]=[CH:30][C:29]([CH2:28][N:25]4[CH2:26][CH2:27][N:22]([CH3:21])[CH2:23][CH2:24]4)=[CH:34][CH:33]=3)[CH:18]=[C:13]2[CH:12]=1, predict the reactants needed to synthesize it. The reactants are: [C:1]1([S:7]([N:10]2[C:14]3=[N:15][CH:16]=[C:17](Br)[CH:18]=[C:13]3[CH:12]=[C:11]2[CH3:20])(=[O:9])=[O:8])[CH:6]=[CH:5][CH:4]=[CH:3][CH:2]=1.[CH3:21][N:22]1[CH2:27][CH2:26][N:25]([CH2:28][C:29]2[CH:34]=[CH:33][C:32](B(O)O)=[CH:31][CH:30]=2)[CH2:24][CH2:23]1.C(=O)([O-])[O-].[Na+].[Na+].